From a dataset of Full USPTO retrosynthesis dataset with 1.9M reactions from patents (1976-2016). Predict the reactants needed to synthesize the given product. (1) Given the product [NH2:39][C@H:31]1[CH2:32][C@@H:33]([C:35]([F:37])([F:38])[F:36])[CH2:34][N:29]([C:21]2[C:20]([NH:19][C:15]([C:13]3[CH:12]=[CH:11][C:10]([F:18])=[C:9]([C:3]4[C:4]([F:8])=[CH:5][CH:6]=[CH:7][C:2]=4[F:1])[N:14]=3)=[O:17])=[CH:25][N:24]=[C:23]3[O:26][CH2:27][CH2:28][C:22]=23)[CH2:30]1, predict the reactants needed to synthesize it. The reactants are: [F:1][C:2]1[CH:7]=[CH:6][CH:5]=[C:4]([F:8])[C:3]=1[C:9]1[N:14]=[C:13]([C:15]([OH:17])=O)[CH:12]=[CH:11][C:10]=1[F:18].[NH2:19][C:20]1[C:21]([N:29]2[CH2:34][C@H:33]([C:35]([F:38])([F:37])[F:36])[CH2:32][C@H:31]([NH:39]C(=O)OC(C)(C)C)[CH2:30]2)=[C:22]2[CH2:28][CH2:27][O:26][C:23]2=[N:24][CH:25]=1.CN(C(ON1N=NC2C=CC=NC1=2)=[N+](C)C)C.F[P-](F)(F)(F)(F)F.CCN(C(C)C)C(C)C. (2) Given the product [CH3:24][N:12]1[C:13]2[C:14]([C:20]([F:21])([F:23])[F:22])=[CH:15][C:16]([O:19][CH2:28][C:29]3[CH:34]=[CH:33][CH:32]=[CH:31][N:30]=3)=[CH:17][C:18]=2[C@@H:10]2[CH2:9][NH:8][CH2:26][CH2:25][C@H:11]12, predict the reactants needed to synthesize it. The reactants are: C(OC([N:8]1[CH2:26][CH2:25][C@@H:11]2[N:12]([CH3:24])[C:13]3[C:14]([C:20]([F:23])([F:22])[F:21])=[CH:15][C:16]([OH:19])=[CH:17][C:18]=3[C@@H:10]2[CH2:9]1)=O)(C)(C)C.Br[CH2:28][C:29]1[CH:34]=[CH:33][CH:32]=[CH:31][N:30]=1.C([O-])([O-])=O.[K+].[K+]. (3) Given the product [CH2:1]([C:3]1([C:28]([NH2:29])=[O:33])[CH2:7][CH2:6][N:5]([C:8]2[CH:13]=[CH:12][N:11]=[C:10]([NH:14][C:15]3[CH:16]=[CH:17][C:18]([N:21]4[CH2:26][CH2:25][O:24][CH2:23][CH2:22]4)=[CH:19][CH:20]=3)[N:9]=2)[C:4]1=[O:27])[CH3:2], predict the reactants needed to synthesize it. The reactants are: [CH2:1]([C:3]1([C:28]#[N:29])[CH2:7][CH2:6][N:5]([C:8]2[CH:13]=[CH:12][N:11]=[C:10]([NH:14][C:15]3[CH:20]=[CH:19][C:18]([N:21]4[CH2:26][CH2:25][O:24][CH2:23][CH2:22]4)=[CH:17][CH:16]=3)[N:9]=2)[C:4]1=[O:27])[CH3:2].OO.C(=O)([O-])[O-:33].[K+].[K+].O. (4) Given the product [Br:1][C:2]1[C:9]([O:10][C:16]2[CH:21]=[CH:20][C:19]([N+:22]([O-:24])=[O:23])=[CH:18][CH:17]=2)=[C:8]([O:11][CH3:12])[CH:7]=[CH:6][C:3]=1[CH:4]=[O:5], predict the reactants needed to synthesize it. The reactants are: [Br:1][C:2]1[C:9]([OH:10])=[C:8]([O:11][CH3:12])[CH:7]=[CH:6][C:3]=1[CH:4]=[O:5].[OH-].[K+].F[C:16]1[CH:21]=[CH:20][C:19]([N+:22]([O-:24])=[O:23])=[CH:18][CH:17]=1. (5) The reactants are: [C:1]([N:8]1[CH2:12][C@H:11]([OH:13])[C@@H:10]([N:14]=[N+:15]=[N-:16])[CH2:9]1)([O:3][C:4]([CH3:7])(C)C)=[O:2].C(OCC)(=O)C.C(N(CC)CC)C.[CH:30]1[CH:35]=[CH:34]C(COC(Cl)=O)=[CH:32][CH:31]=1. Given the product [C:1]([N:8]1[CH2:12][C@H:11]([OH:13])[C@@H:10]([N:14]=[N+:15]=[N-:16])[CH2:9]1)([O:3][CH2:4][C:7]1[CH:34]=[CH:35][CH:30]=[CH:31][CH:32]=1)=[O:2], predict the reactants needed to synthesize it. (6) Given the product [Cl:39][C:28]1[CH:29]=[C:30]([CH2:35][CH2:36][CH:37]=[O:38])[C:31]([C:32]#[N:33])=[CH:34][C:27]=1[NH:26][C:2]1[N:7]=[C:6]([N:8]([CH:18]2[CH2:20][CH2:19]2)[CH2:9][C:10]2[CH:15]=[CH:14][C:13]([O:16][CH3:17])=[CH:12][CH:11]=2)[C:5]2=[N:21][CH:22]=[C:23]([C:24]#[N:25])[N:4]2[N:3]=1, predict the reactants needed to synthesize it. The reactants are: Cl[C:2]1[N:7]=[C:6]([N:8]([CH:18]2[CH2:20][CH2:19]2)[CH2:9][C:10]2[CH:15]=[CH:14][C:13]([O:16][CH3:17])=[CH:12][CH:11]=2)[C:5]2=[N:21][CH:22]=[C:23]([C:24]#[N:25])[N:4]2[N:3]=1.[NH2:26][C:27]1[C:28]([Cl:39])=[CH:29][C:30]([CH2:35][CH2:36][CH:37]=[O:38])=[C:31]([CH:34]=1)[C:32]#[N:33].CC1(C)C2C(=C(P(C3C=CC=CC=3)C3C=CC=CC=3)C=CC=2)OC2C(P(C3C=CC=CC=3)C3C=CC=CC=3)=CC=CC1=2.C(=O)([O-])[O-].[Cs+].[Cs+]. (7) Given the product [CH3:1][O:2][C:3]([C:5]1[C:6]([OH:24])=[C:7]2[C:12](=[C:13]([Br:25])[N:14]=1)[N:11]([CH2:15][C:16]1[CH:21]=[CH:20][CH:19]=[CH:18][CH:17]=1)[C:10](=[O:22])[C:9]([CH3:23])=[CH:8]2)=[O:4], predict the reactants needed to synthesize it. The reactants are: [CH3:1][O:2][C:3]([C:5]1[C:6]([OH:24])=[C:7]2[C:12](=[CH:13][N:14]=1)[N:11]([CH2:15][C:16]1[CH:21]=[CH:20][CH:19]=[CH:18][CH:17]=1)[C:10](=[O:22])[C:9]([CH3:23])=[CH:8]2)=[O:4].[Br:25]N1C(=O)CCC1=O. (8) Given the product [C:31]([OH:37])([C:33]([F:36])([F:35])[F:34])=[O:32].[NH2:1][C:2]1[N:7]=[C:6]([C:8]2[CH:16]=[C:15]3[C:11]([C:12]([NH2:17])=[N:13][NH:14]3)=[CH:10][CH:9]=2)[CH:5]=[C:4]([N:27]2[CH2:28][CH2:29][CH2:30][CH:26]2[CH:24]([CH3:25])[CH3:23])[N:3]=1, predict the reactants needed to synthesize it. The reactants are: [NH2:1][C:2]1[N:7]=[C:6]([C:8]2[CH:16]=[C:15]3[C:11]([C:12]([NH2:17])=[N:13][NH:14]3)=[CH:10][CH:9]=2)[CH:5]=[C:4](SC)[N:3]=1.OO.Cl.[CH3:23][CH:24]([CH:26]1[CH2:30][CH2:29][CH2:28][NH:27]1)[CH3:25].[C:31]([OH:37])([C:33]([F:36])([F:35])[F:34])=[O:32].